Dataset: Reaction yield outcomes from USPTO patents with 853,638 reactions. Task: Predict the reaction yield, written as a fraction of the theoretical maximum amount of product (1.0 means a 100% yield; for example, 0.34 means a 34% yield). (1) The reactants are C(OP([CH2:9][C:10]([O:12][CH2:13][CH3:14])=[O:11])(OCC)=O)C.[H-].[Na+].[O:17]=[C:18]1[C:23]([CH2:24][C:25]2[CH:30]=[CH:29][C:28]([C:31]3[C:32]([C:37]#[N:38])=[CH:33][CH:34]=[CH:35][CH:36]=3)=[CH:27][CH:26]=2)=[C:22]([CH2:39][CH2:40][CH3:41])[N:21]2[N:42]=[CH:43][N:44]=[C:20]2[N:19]1[CH:45]1[CH2:50][CH2:49][C:48](=O)[CH2:47][CH2:46]1. The catalyst is O1CCCC1. The product is [C:37]([C:32]1[CH:33]=[CH:34][CH:35]=[CH:36][C:31]=1[C:28]1[CH:27]=[CH:26][C:25]([CH2:24][C:23]2[C:18](=[O:17])[N:19]([CH:45]3[CH2:50][CH2:49][C:48](=[CH:9][C:10]([O:12][CH2:13][CH3:14])=[O:11])[CH2:47][CH2:46]3)[C:20]3[N:21]([N:42]=[CH:43][N:44]=3)[C:22]=2[CH2:39][CH2:40][CH3:41])=[CH:30][CH:29]=1)#[N:38]. The yield is 0.860. (2) The reactants are [F:1][C:2]1[CH:3]=[C:4]([CH:31]=[CH:32][C:33]=1[NH:34][C:35]([C:37]1([C:40](=[O:49])[NH:41][C:42]2[CH:47]=[CH:46][C:45]([F:48])=[CH:44][CH:43]=2)[CH2:39][CH2:38]1)=[O:36])[O:5][C:6]1[CH:11]=[CH:10][N:9]=[C:8]([N:12](C(OC2C=CC=CC=2)=O)[C:13](=O)[O:14]C2C=CC=CC=2)[CH:7]=1.Cl.Cl.[N:52]1([CH2:56][CH:57]2[CH2:62][CH2:61][NH:60][CH2:59][CH2:58]2)[CH2:55][CH2:54][CH2:53]1. The catalyst is CN(C)C=O. The product is [N:52]1([CH2:56][CH:57]2[CH2:62][CH2:61][N:60]([C:13]([NH:12][C:8]3[CH:7]=[C:6]([O:5][C:4]4[CH:31]=[CH:32][C:33]([NH:34][C:35]([C:37]5([C:40]([NH:41][C:42]6[CH:43]=[CH:44][C:45]([F:48])=[CH:46][CH:47]=6)=[O:49])[CH2:39][CH2:38]5)=[O:36])=[C:2]([F:1])[CH:3]=4)[CH:11]=[CH:10][N:9]=3)=[O:14])[CH2:59][CH2:58]2)[CH2:55][CH2:54][CH2:53]1. The yield is 0.483. (3) The reactants are [CH3:1][O:2][C:3]1[CH:4]=[CH:5][C:6]2[C:10]([O:11][C:12]3[CH:26]=[CH:25][C:15]([O:16][CH2:17][CH2:18][N:19]4[CH2:24][CH2:23][CH2:22][CH2:21][CH2:20]4)=[CH:14][CH:13]=3)=[CH:9][S:8](=O)(=O)[C:7]=2[CH:29]=1.[H-].C([Al+]CC(C)C)C(C)C.C(C(C(C([O-])=O)O)O)([O-])=O.[K+].[Na+]. The catalyst is O1CCOCC1.C(OCC)(=O)C. The product is [CH3:1][O:2][C:3]1[CH:4]=[CH:5][C:6]2[C:10]([O:11][C:12]3[CH:13]=[CH:14][C:15]([O:16][CH2:17][CH2:18][N:19]4[CH2:24][CH2:23][CH2:22][CH2:21][CH2:20]4)=[CH:25][CH:26]=3)=[CH:9][S:8][C:7]=2[CH:29]=1. The yield is 0.980. (4) The reactants are [OH:1][N:2]1[C:6](=[O:7])[C:5]2=[CH:8][CH:9]=[CH:10][CH:11]=[C:4]2[C:3]1=[O:12].Br[CH2:14][CH:15]=[C:16]([CH3:18])[CH3:17].[OH-].[K+]. The catalyst is C(O)C. The product is [CH3:17][C:16]([CH3:18])=[CH:15][CH2:14][O:1][N:2]1[C:3](=[O:12])[C:4]2[C:5](=[CH:8][CH:9]=[CH:10][CH:11]=2)[C:6]1=[O:7]. The yield is 0.230.